This data is from Peptide-MHC class I binding affinity with 185,985 pairs from IEDB/IMGT. The task is: Regression. Given a peptide amino acid sequence and an MHC pseudo amino acid sequence, predict their binding affinity value. This is MHC class I binding data. (1) The peptide sequence is ICLSGEGWPY. The MHC is HLA-A32:01 with pseudo-sequence HLA-A32:01. The binding affinity (normalized) is 0.0792. (2) The peptide sequence is RPMTFKAAV. The MHC is HLA-A68:02 with pseudo-sequence HLA-A68:02. The binding affinity (normalized) is 0.0484.